This data is from Reaction yield outcomes from USPTO patents with 853,638 reactions. The task is: Predict the reaction yield, written as a fraction of the theoretical maximum amount of product (1.0 means a 100% yield; for example, 0.34 means a 34% yield). (1) The reactants are [CH2:1]([O:3][C:4]([C:6]1[C:10]2[CH2:11][NH:12][CH2:13][CH2:14][C:9]=2[N:8]([C:15]2[CH:20]=[CH:19][CH:18]=[C:17]([Br:21])[CH:16]=2)[N:7]=1)=[O:5])[CH3:2].FC(F)(F)C(O)=O.[CH3:29][S:30](Cl)=[O:31].C(N(CC)CC)C. The catalyst is ClCCl. The product is [Br:21][C:17]1[CH:16]=[C:15]([N:8]2[C:9]3[CH2:14][CH2:13][N:12]([S:30]([CH3:29])=[O:31])[CH2:11][C:10]=3[C:6]([C:4]([O:3][CH2:1][CH3:2])=[O:5])=[N:7]2)[CH:20]=[CH:19][CH:18]=1. The yield is 0.340. (2) The reactants are [Br:1][C:2]1[CH:9]=[CH:8][C:5]([CH:6]=[O:7])=[C:4]([F:10])[CH:3]=1.[CH2:11]([Mg]Cl)[CH2:12][CH3:13]. The catalyst is O1CCCC1. The product is [Br:1][C:2]1[CH:9]=[CH:8][C:5]([CH:6]([OH:7])[CH2:11][CH2:12][CH3:13])=[C:4]([F:10])[CH:3]=1. The yield is 0.600. (3) The catalyst is CN(C=O)C. The product is [Cl-:64].[CH3:38][N:2]([CH3:1])[C:3]1[CH:4]=[C:5]2[C:14](=[CH:15][CH:16]=1)[C:13]([C:17]1[CH:18]=[C:19]([O:33][CH3:34])[C:20]([N:24]([CH2:25][CH2:26][CH2:27][C:28]([O:30][N:56]3[C:60](=[O:61])[CH2:59][CH2:58][C:57]3=[O:62])=[O:29])[CH2:31][CH3:32])=[CH:21][C:22]=1[OH:23])=[C:12]1[C:7](=[CH:8][C:9](=[N+:35]([CH3:37])[CH3:36])[CH:10]=[CH:11]1)[O:6]2. The yield is 0.670. The reactants are [CH3:1][N:2]([CH3:38])[C:3]1[CH:4]=[C:5]2[C:14](=[CH:15][CH:16]=1)[C:13]([C:17]1[C:22]([OH:23])=[CH:21][C:20]([N:24]([CH2:31][CH3:32])[CH2:25][CH2:26][CH2:27][C:28]([O-:30])=[O:29])=[C:19]([O:33][CH3:34])[CH:18]=1)=[C:12]1[C:7](=[CH:8][C:9](=[N+:35]([CH3:37])[CH3:36])[CH:10]=[CH:11]1)[O:6]2.CCN(C(C)C)C(C)C.FC(F)(F)C(O)=O.O[N:56]1[C:60](=[O:61])[CH2:59][CH2:58][C:57]1=[O:62].C(Cl)(Cl)[Cl:64]. (4) The reactants are [OH:1][CH2:2][CH2:3][NH:4][C:5]1[N:6]([CH2:39][C:40]([F:43])([F:42])[F:41])[C:7](=[O:38])[C:8]2[C:13]([C:14]3[CH:19]=[CH:18][CH:17]=[CH:16][CH:15]=3)=[C:12]([C:20]3[CH:25]=[CH:24][C:23]([C:26]4([NH:30]C(=O)OC(C)(C)C)[CH2:29][CH2:28][CH2:27]4)=[CH:22][CH:21]=3)[O:11][C:9]=2[N:10]=1. The catalyst is C(Cl)Cl.CO. The product is [NH2:30][C:26]1([C:23]2[CH:24]=[CH:25][C:20]([C:12]3[O:11][C:9]4[N:10]=[C:5]([NH:4][CH2:3][CH2:2][OH:1])[N:6]([CH2:39][C:40]([F:43])([F:41])[F:42])[C:7](=[O:38])[C:8]=4[C:13]=3[C:14]3[CH:15]=[CH:16][CH:17]=[CH:18][CH:19]=3)=[CH:21][CH:22]=2)[CH2:29][CH2:28][CH2:27]1. The yield is 0.240. (5) The reactants are [Br:1][C:2]1[CH:8]=[CH:7][C:5]([NH2:6])=[C:4]([N+:9]([O-])=O)[CH:3]=1.C(O)C.O.O.[Sn](Cl)(Cl)(Cl)Cl.C(=O)(O)[O-].[Na+]. The catalyst is C(OCC)(=O)C.O. The product is [Br:1][C:2]1[CH:8]=[CH:7][C:5]([NH2:6])=[C:4]([NH2:9])[CH:3]=1. The yield is 0.880. (6) The reactants are [NH2:1][C:2]1[C:10]([O:11]C)=[CH:9][C:8]([Cl:13])=[CH:7][C:3]=1[C:4]([O-:6])=[O:5].Br.C([O-])([O-])=O.[Na+].[Na+]. The catalyst is C(O)(=O)C. The product is [NH2:1][C:2]1[C:10]([OH:11])=[CH:9][C:8]([Cl:13])=[CH:7][C:3]=1[C:4]([OH:6])=[O:5]. The yield is 0.350.